This data is from Full USPTO retrosynthesis dataset with 1.9M reactions from patents (1976-2016). The task is: Predict the reactants needed to synthesize the given product. (1) Given the product [ClH:19].[C:13]1([CH2:12][C@@H:9]2[CH2:10][S:7][C:6]([NH2:5])=[N:8]2)[CH:18]=[CH:17][CH:16]=[CH:15][CH:14]=1, predict the reactants needed to synthesize it. The reactants are: C([NH:5][C:6]([NH:8][C@H:9]([CH2:12][C:13]1[CH:18]=[CH:17][CH:16]=[CH:15][CH:14]=1)[CH2:10]O)=[S:7])(C)(C)C.[ClH:19]. (2) Given the product [C:30]1([CH:7]([C:1]2[CH:2]=[CH:3][CH:4]=[CH:5][CH:6]=2)[N:8]2[C:16]3[C:11](=[C:12]([F:17])[CH:13]=[CH:14][CH:15]=3)[C:10]3([C:18]4[C:27](=[CH:26][C:21]5[O:22][CH2:23][CH2:24][O:25][C:20]=5[CH:19]=4)[O:28][CH2:36]3)[C:9]2=[O:29])[CH:31]=[CH:32][CH:33]=[CH:34][CH:35]=1, predict the reactants needed to synthesize it. The reactants are: [C:1]1([CH:7]([C:30]2[CH:35]=[CH:34][CH:33]=[CH:32][CH:31]=2)[N:8]2[C:16]3[C:11](=[C:12]([F:17])[CH:13]=[CH:14][CH:15]=3)[CH:10]([C:18]3[C:27]([OH:28])=[CH:26][C:21]4[O:22][CH2:23][CH2:24][O:25][C:20]=4[CH:19]=3)[C:9]2=[O:29])[CH:6]=[CH:5][CH:4]=[CH:3][CH:2]=1.[C:36]1(C(C2C=CC=CC=2)N2C3C(=CC=CC=3)C(C3C=C(C)C(OC)=CC=3O)C2=O)C=CC=CC=1. (3) Given the product [O:18]1[CH2:19][CH2:20][O:21][CH:17]1[CH2:16][CH2:15][O:3][C:4]1[CH:5]=[C:6]([CH:11]=[CH:12][CH:13]=1)[C:7]([O:9][CH3:10])=[O:8], predict the reactants needed to synthesize it. The reactants are: [H-].[Na+].[OH:3][C:4]1[CH:5]=[C:6]([CH:11]=[CH:12][CH:13]=1)[C:7]([O:9][CH3:10])=[O:8].Br[CH2:15][CH2:16][CH:17]1[O:21][CH2:20][CH2:19][O:18]1. (4) Given the product [N:1]1([CH2:7][CH2:8][NH:9][C:11]2[N:12]=[N+:13]([O-:24])[C:14]3[C:23]4[CH2:22][CH2:21][CH2:20][C:19]=4[CH:18]=[CH:17][C:15]=3[N:16]=2)[CH2:6][CH2:5][CH2:4][CH2:3][CH2:2]1, predict the reactants needed to synthesize it. The reactants are: [N:1]1([CH2:7][CH2:8][NH2:9])[CH2:6][CH2:5][CH2:4][CH2:3][CH2:2]1.Cl[C:11]1[N:12]=[N+:13]([O-:24])[C:14]2[C:23]3[CH2:22][CH2:21][CH2:20][C:19]=3[CH:18]=[CH:17][C:15]=2[N:16]=1.